From a dataset of Forward reaction prediction with 1.9M reactions from USPTO patents (1976-2016). Predict the product of the given reaction. (1) Given the reactants C(OC([NH:11][C:12]1[N:17]=[C:16]([CH:18]([OH:23])[C:19]([F:22])([F:21])[F:20])[CH:15]=[CH:14][N:13]=1)=O)C1C=CC=CC=1, predict the reaction product. The product is: [NH2:11][C:12]1[N:17]=[C:16]([CH:18]([OH:23])[C:19]([F:22])([F:20])[F:21])[CH:15]=[CH:14][N:13]=1. (2) Given the reactants Br[C:2]1[CH:7]=[CH:6][C:5]([C@@H:8]([N:10]2[CH2:15][CH2:14][C@@:13]([C:21]3[CH:26]=[CH:25][C:24]([F:27])=[CH:23][CH:22]=3)([CH2:16][C:17]([OH:20])([CH3:19])[CH3:18])[O:12][C:11]2=[O:28])[CH3:9])=[CH:4][CH:3]=1.Br[C:30]1[CH:35]=[C:34]([CH3:36])[N:33]=[C:32]([CH3:37])[CH:31]=1, predict the reaction product. The product is: [CH3:37][C:32]1[CH:31]=[C:30]([C:2]2[CH:7]=[CH:6][C:5]([C@@H:8]([N:10]3[CH2:15][CH2:14][C@@:13]([C:21]4[CH:22]=[CH:23][C:24]([F:27])=[CH:25][CH:26]=4)([CH2:16][C:17]([OH:20])([CH3:18])[CH3:19])[O:12][C:11]3=[O:28])[CH3:9])=[CH:4][CH:3]=2)[CH:35]=[C:34]([CH3:36])[N:33]=1. (3) Given the reactants C[N:2](C)/[CH:3]=[CH:4]/[C:5]([C:7]1[C:12](=[O:13])[CH:11]=[CH:10][N:9]([C:14]2[CH:19]=[CH:18][CH:17]=[CH:16][CH:15]=2)[N:8]=1)=O.[F:21][C:22]([F:32])([F:31])[C:23]1[CH:28]=[CH:27][CH:26]=[CH:25][C:24]=1[NH:29]N, predict the reaction product. The product is: [C:14]1([N:9]2[CH:10]=[CH:11][C:12](=[O:13])[C:7]([C:5]3[N:29]([C:24]4[CH:25]=[CH:26][CH:27]=[CH:28][C:23]=4[C:22]([F:21])([F:31])[F:32])[N:2]=[CH:3][CH:4]=3)=[N:8]2)[CH:19]=[CH:18][CH:17]=[CH:16][CH:15]=1. (4) Given the reactants [Cl:1][C:2]1[CH:7]=[CH:6][CH:5]=[CH:4][C:3]=1[N:8]1[C:12]([O:13][C:14]2[CH:19]=[CH:18][CH:17]=[CH:16][C:15]=2[NH:20][C:21]([NH:23][C:24]2[CH:29]=[CH:28][C:27]([CH:30]3[CH2:35][CH2:34][NH:33][CH2:32][CH2:31]3)=[CH:26][CH:25]=2)=[O:22])=[CH:11][C:10]([CH3:36])=[N:9]1.C(N(CC)CC)C.[C:44](OC(=O)C)(=[O:46])[CH3:45], predict the reaction product. The product is: [C:44]([N:33]1[CH2:34][CH2:35][CH:30]([C:27]2[CH:26]=[CH:25][C:24]([NH:23][C:21]([NH:20][C:15]3[CH:16]=[CH:17][CH:18]=[CH:19][C:14]=3[O:13][C:12]3[N:8]([C:3]4[CH:4]=[CH:5][CH:6]=[CH:7][C:2]=4[Cl:1])[N:9]=[C:10]([CH3:36])[CH:11]=3)=[O:22])=[CH:29][CH:28]=2)[CH2:31][CH2:32]1)(=[O:46])[CH3:45]. (5) Given the reactants [F:1][C:2]([F:35])([F:34])[C:3]1[CH:4]=[C:5]([C:13]([CH3:33])([CH3:32])[C:14]([N:16]([C:18]2[CH:19]=[N:20][C:21](Cl)=[CH:22][C:23]=2[C:24]2[CH:29]=[CH:28][CH:27]=[CH:26][C:25]=2[CH3:30])[CH3:17])=[O:15])[CH:6]=[C:7]([C:9]([F:12])([F:11])[F:10])[CH:8]=1.[CH2:36]1[CH:41]2[CH2:42][NH:43][CH2:44][CH2:45][N:40]2[CH2:39][CH2:38][O:37]1.C(=O)([O-])[O-].[K+].[K+], predict the reaction product. The product is: [F:1][C:2]([F:35])([F:34])[C:3]1[CH:4]=[C:5]([C:13]([CH3:33])([CH3:32])[C:14]([N:16]([C:18]2[CH:19]=[N:20][C:21]([N:43]3[CH2:44][CH2:45][N:40]4[CH:41]([CH2:36][O:37][CH2:38][CH2:39]4)[CH2:42]3)=[CH:22][C:23]=2[C:24]2[CH:29]=[CH:28][CH:27]=[CH:26][C:25]=2[CH3:30])[CH3:17])=[O:15])[CH:6]=[C:7]([C:9]([F:12])([F:11])[F:10])[CH:8]=1. (6) Given the reactants C([O:4][C:5]1[CH:6]=[C:7]2[C:11](=[CH:12][CH:13]=1)[NH:10][CH:9]=[CH:8]2)C=C.[H-].[Na+].I[CH2:17][C:18]([CH3:21])([CH3:20])[CH3:19].N1C2[C:25](=CC=CC=2)[CH:24]=[CH:23]1.C1(OC2C=CC=CC=2)C=CC=CC=1, predict the reaction product. The product is: [CH3:17][C:18]([CH3:21])([CH3:20])[CH2:19][N:10]1[C:11]2[C:7](=[C:6]([CH2:23][CH2:24][CH3:25])[C:5]([OH:4])=[CH:13][CH:12]=2)[CH:8]=[CH:9]1.